Dataset: Forward reaction prediction with 1.9M reactions from USPTO patents (1976-2016). Task: Predict the product of the given reaction. The product is: [CH2:1]([N:8]1[C:20]2[CH:19]=[CH:18][C:17]([NH:21][C:22](=[O:33])[O:23][CH2:24][C:25]3[CH:30]=[CH:29][C:28]([O:31][CH3:32])=[CH:27][CH:26]=3)=[CH:16][C:15]=2[C:14]2[C:9]1=[CH:10][C:11]([C:43]1[C:39]([CH3:38])=[N:40][O:41][C:42]=1[CH3:53])=[CH:12][C:13]=2[C:34](=[O:36])[NH2:35])[C:2]1[CH:7]=[CH:6][CH:5]=[CH:4][CH:3]=1. Given the reactants [CH2:1]([N:8]1[C:20]2[CH:19]=[CH:18][C:17]([NH:21][C:22](=[O:33])[O:23][CH2:24][C:25]3[CH:30]=[CH:29][C:28]([O:31][CH3:32])=[CH:27][CH:26]=3)=[CH:16][C:15]=2[C:14]2[C:9]1=[CH:10][C:11](Br)=[CH:12][C:13]=2[C:34](=[O:36])[NH2:35])[C:2]1[CH:7]=[CH:6][CH:5]=[CH:4][CH:3]=1.[CH3:38][C:39]1[C:43](B2OC(C)(C)C(C)(C)O2)=[C:42]([CH3:53])[O:41][N:40]=1.P([O-])([O-])([O-])=O.[K+].[K+].[K+], predict the reaction product.